This data is from Full USPTO retrosynthesis dataset with 1.9M reactions from patents (1976-2016). The task is: Predict the reactants needed to synthesize the given product. Given the product [N+:14]([C:17]1[CH:22]=[CH:21][CH:20]=[CH:19][C:18]=1[S:23]([NH:13][CH2:12][CH2:11][CH2:10][C:4]1[CH:9]=[CH:8][CH:7]=[CH:6][CH:5]=1)(=[O:25])=[O:24])([O-:16])=[O:15], predict the reactants needed to synthesize it. The reactants are: C(Cl)Cl.[C:4]1([CH2:10][CH2:11][CH2:12][NH2:13])[CH:9]=[CH:8][CH:7]=[CH:6][CH:5]=1.[N+:14]([C:17]1[CH:22]=[CH:21][CH:20]=[CH:19][C:18]=1[S:23](Cl)(=[O:25])=[O:24])([O-:16])=[O:15].